This data is from Forward reaction prediction with 1.9M reactions from USPTO patents (1976-2016). The task is: Predict the product of the given reaction. (1) Given the reactants [C:1]([N:4]([C:8]1[C:17]2[C:12](=[CH:13][CH:14]=[CH:15][C:16]=2[O:18][CH:19]2[CH2:24][CH2:23][CH2:22][CH2:21][CH2:20]2)[N:11]=[C:10]([CH3:25])[C:9]=1[C:26]([O:28][CH2:29][CH3:30])=[O:27])[C:5](=[O:7])[CH3:6])(=[O:3])[CH3:2].C1C=C(Cl)C=C(C(OO)=[O:39])C=1, predict the reaction product. The product is: [C:1]([N:4]([C:8]1[C:17]2[C:12](=[CH:13][CH:14]=[CH:15][C:16]=2[O:18][CH:19]2[CH2:20][CH2:21][CH2:22][CH2:23][CH2:24]2)[N+:11]([O-:39])=[C:10]([CH3:25])[C:9]=1[C:26]([O:28][CH2:29][CH3:30])=[O:27])[C:5](=[O:7])[CH3:6])(=[O:3])[CH3:2]. (2) Given the reactants [C:1]1([S:11](Cl)(=[O:13])=[O:12])[C:10]2[C:5](=[CH:6][CH:7]=[CH:8][CH:9]=2)[CH:4]=[CH:3][CH:2]=1.Cl.[NH:16]1[CH2:21][CH2:20][CH2:19][CH2:18][CH:17]1[CH2:22][CH2:23][CH2:24][C:25]([O:27][CH3:28])=[O:26].C(N(C(C)C)C(C)C)C.Cl.[Na+].[Cl-], predict the reaction product. The product is: [C:1]1([S:11]([N:16]2[CH2:21][CH2:20][CH2:19][CH2:18][CH:17]2[CH2:22][CH2:23][CH2:24][C:25]([O:27][CH3:28])=[O:26])(=[O:13])=[O:12])[C:10]2[C:5](=[CH:6][CH:7]=[CH:8][CH:9]=2)[CH:4]=[CH:3][CH:2]=1. (3) Given the reactants [CH3:1][N:2]1[C:10]2[C:5](=[CH:6][CH:7]=[CH:8][CH:9]=2)[C:4]([C:11]([OH:13])=O)=[CH:3]1.[CH2:14]1[C@H:23]2[C@H:18]([CH2:19][CH2:20][C:21]3[CH:27]=[CH:26][CH:25]=[CH:24][C:22]=32)[NH:17][CH2:16][CH2:15]1.F[P-](F)(F)(F)(F)F.N1(OC(N(C)C)=[N+](C)C)C2N=CC=CC=2N=N1, predict the reaction product. The product is: [CH2:14]1[C@H:23]2[C@H:18]([CH2:19][CH2:20][C:21]3[CH:27]=[CH:26][CH:25]=[CH:24][C:22]=32)[N:17]([C:11]([C:4]2[C:5]3[C:10](=[CH:9][CH:8]=[CH:7][CH:6]=3)[N:2]([CH3:1])[CH:3]=2)=[O:13])[CH2:16][CH2:15]1. (4) Given the reactants FC(F)(F)C(O)=O.[NH2:8][C@@H:9]([CH2:14][C:15]1[CH:20]=[CH:19][C:18]([CH:21]2[S:25](=[O:27])(=[O:26])[NH:24][C:23](=[O:28])[CH2:22]2)=[C:17]([F:29])[CH:16]=1)[C:10]([O:12]C)=[O:11].[C:30]([O:34][C:35](O[C:35]([O:34][C:30]([CH3:33])([CH3:32])[CH3:31])=[O:36])=[O:36])([CH3:33])([CH3:32])[CH3:31].C(N(CC)CC)C, predict the reaction product. The product is: [C:30]([O:34][C:35]([NH:8][C@@H:9]([CH2:14][C:15]1[CH:20]=[CH:19][C:18]([CH:21]2[S:25](=[O:27])(=[O:26])[NH:24][C:23](=[O:28])[CH2:22]2)=[C:17]([F:29])[CH:16]=1)[C:10]([OH:12])=[O:11])=[O:36])([CH3:33])([CH3:32])[CH3:31].